From a dataset of Full USPTO retrosynthesis dataset with 1.9M reactions from patents (1976-2016). Predict the reactants needed to synthesize the given product. (1) Given the product [Cl:26][C:22]1[CH:21]=[C:20]([CH:27]([F:41])[CH:28]2[CH2:33][CH2:32][NH:31][CH2:30][CH2:29]2)[C:19]([Cl:42])=[C:18]2[C:23]=1[CH2:24][CH2:25][N:16]([CH2:15][C:14]1[C:9](=[O:8])[NH:10][C:11]([CH3:45])=[CH:12][C:13]=1[CH3:44])[C:17]2=[O:43], predict the reactants needed to synthesize it. The reactants are: C([O:8][C:9]1[C:14]([CH2:15][N:16]2[CH2:25][CH2:24][C:23]3[C:18](=[C:19]([Cl:42])[C:20]([CH:27]([F:41])[CH:28]4[CH2:33][CH2:32][N:31](C(OC(C)(C)C)=O)[CH2:30][CH2:29]4)=[CH:21][C:22]=3[Cl:26])[C:17]2=[O:43])=[C:13]([CH3:44])[CH:12]=[C:11]([CH3:45])[N:10]=1)C1C=CC=CC=1. (2) Given the product [CH3:11][O:12][C:13](=[O:14])[C:15]1[C:16](=[C:7]([CH3:9])[CH:8]=[C:3]([O:2][CH3:1])[CH:4]=1)[C:17]([O:19][CH3:20])=[O:18], predict the reactants needed to synthesize it. The reactants are: [CH3:1][O:2][C:3]1[CH:8]=[C:7]([CH3:9])OC(=O)[CH:4]=1.[CH3:11][O:12][C:13]([C:15]#[C:16][C:17]([O:19][CH3:20])=[O:18])=[O:14]. (3) Given the product [C:1]([N:4]1[C:13]2[C:12]3=[N:14][C:15]([CH3:17])=[CH:16][N:11]3[CH:10]=[CH:9][C:8]=2[C@@H:7]([OH:18])[C@H:6]([O:19][C:20](=[O:25])[C:21]([CH3:24])([CH3:23])[CH3:22])[C@H:5]1[C:26]1[CH:27]=[CH:28][CH:29]=[CH:30][CH:31]=1)(=[O:3])[CH3:2], predict the reactants needed to synthesize it. The reactants are: [C:1]([N:4]1[C:13]2[C:12]3=[N:14][C:15]([CH3:17])=[CH:16][N:11]3[CH:10]=[CH:9][C:8]=2[C:7](=[O:18])[C@H:6]([O:19][C:20](=[O:25])[C:21]([CH3:24])([CH3:23])[CH3:22])[C@H:5]1[C:26]1[CH:31]=[CH:30][CH:29]=[CH:28][CH:27]=1)(=[O:3])[CH3:2].C([BH3-])#N.[Na+].CN(C1C=CC(N=NC2C=CC(S([O-])(=O)=O)=CC=2)=CC=1)C.[Na+].Cl.